Task: Predict the product of the given reaction.. Dataset: Forward reaction prediction with 1.9M reactions from USPTO patents (1976-2016) (1) Given the reactants [F:1][CH:2]([F:23])[C:3]1[N:8]2[N:9]=[CH:10][C:11]([C:12]#[CH:13])=[C:7]2[N:6]=[C:5]([C:14]2[CH:19]=[CH:18][CH:17]=[C:16]([O:20][CH2:21][CH3:22])[CH:15]=2)[CH:4]=1.Br[C:25]1[S:29][C:28]([S:30]([NH2:33])(=[O:32])=[O:31])=[CH:27][CH:26]=1, predict the reaction product. The product is: [F:23][CH:2]([F:1])[C:3]1[N:8]2[N:9]=[CH:10][C:11]([C:12]#[C:13][C:25]3[S:29][C:28]([S:30]([NH2:33])(=[O:32])=[O:31])=[CH:27][CH:26]=3)=[C:7]2[N:6]=[C:5]([C:14]2[CH:19]=[CH:18][CH:17]=[C:16]([O:20][CH2:21][CH3:22])[CH:15]=2)[CH:4]=1. (2) Given the reactants Cl[CH2:2][C:3]1[CH:8]=[CH:7][CH:6]=[CH:5][C:4]=1[C:9]1[CH:14]=[CH:13][C:12]([F:15])=[CH:11][CH:10]=1.Cl.[O:17]=[C:18]1[C:23]([C:24]([O:26][CH3:27])=[O:25])=[CH:22][CH:21]=[CH:20][NH:19]1.[H-].[Na+], predict the reaction product. The product is: [F:15][C:12]1[CH:13]=[CH:14][C:9]([C:4]2[CH:5]=[CH:6][CH:7]=[CH:8][C:3]=2[CH2:2][N:19]2[CH:20]=[CH:21][CH:22]=[C:23]([C:24]([O:26][CH3:27])=[O:25])[C:18]2=[O:17])=[CH:10][CH:11]=1. (3) Given the reactants [CH2:1]([O:3][C:4](=[O:25])[C:5]1[CH:10]=[CH:9][CH:8]=[C:7]([S:11][C:12]2[C:20]3[C:15](=[C:16]([F:22])[C:17]([Cl:21])=[CH:18][CH:19]=3)[NH:14][C:13]=2[CH3:23])[C:6]=1[F:24])[CH3:2].I[C:27]1[CH:28]=[N:29][N:30]([CH2:32][CH2:33][CH3:34])[CH:31]=1, predict the reaction product. The product is: [CH2:1]([O:3][C:4](=[O:25])[C:5]1[CH:10]=[CH:9][CH:8]=[C:7]([S:11][C:12]2[C:20]3[C:15](=[C:16]([F:22])[C:17]([Cl:21])=[CH:18][CH:19]=3)[N:14]([C:27]3[CH:28]=[N:29][N:30]([CH2:32][CH2:33][CH3:34])[CH:31]=3)[C:13]=2[CH3:23])[C:6]=1[F:24])[CH3:2]. (4) Given the reactants [N+:1]([O-:4])(O)=[O:2].[CH3:5][C:6]1[NH:7][CH:8]=[C:9]([CH3:14])[C:10]=1[C:11](=[O:13])[CH3:12], predict the reaction product. The product is: [CH3:5][C:6]1[NH:7][C:8]([N+:1]([O-:4])=[O:2])=[C:9]([CH3:14])[C:10]=1[C:11](=[O:13])[CH3:12]. (5) The product is: [CH3:1][O:2][C:3](=[O:17])[CH2:4][CH2:5][NH:6][C:7](=[O:16])[C:8]1[CH:13]=[CH:12][C:11]([CH:14]([OH:15])[CH2:12][CH2:13][CH2:8][CH2:9][CH2:10][CH2:11][CH2:18][CH3:19])=[CH:10][CH:9]=1. Given the reactants [CH3:1][O:2][C:3](=[O:17])[CH2:4][CH2:5][NH:6][C:7](=[O:16])[C:8]1[CH:13]=[CH:12][C:11]([CH:14]=[O:15])=[CH:10][CH:9]=1.[CH2:18]([Mg]Br)[CH3:19], predict the reaction product. (6) Given the reactants [F:1][C:2]1[C:3]([CH3:22])=[CH:4][CH:5]=[C:6]2[C:11]=1[N:10]=[C:9]([C:12]([O:14][CH3:15])=[O:13])[CH:8]=[C:7]2[C:16]1[CH:17]=[N:18][N:19]([CH3:21])[CH:20]=1.C1C(=O)N([Br:30])C(=O)C1.C(OOC(=O)C1C=CC=CC=1)(=O)C1C=CC=CC=1, predict the reaction product. The product is: [Br:30][CH2:22][C:3]1[C:2]([F:1])=[C:11]2[C:6]([C:7]([C:16]3[CH:17]=[N:18][N:19]([CH3:21])[CH:20]=3)=[CH:8][C:9]([C:12]([O:14][CH3:15])=[O:13])=[N:10]2)=[CH:5][CH:4]=1. (7) Given the reactants [Cl:1][C:2]1[CH:10]=[CH:9][CH:8]=[CH:7][C:3]=1[CH2:4][NH:5][CH3:6].CCN=C=NCCCN(C)C.[F:22][C:23]([F:50])([F:49])[C:24]1[CH:25]=[C:26]([CH:42]=[C:43]([C:45]([F:48])([F:47])[F:46])[CH:44]=1)[CH2:27][N:28]1[C:32]([C:33]2[CH:38]=[CH:37][CH:36]=[CH:35][N:34]=2)=[C:31]([C:39]([OH:41])=O)[N:30]=[N:29]1, predict the reaction product. The product is: [Cl:1][C:2]1[CH:10]=[CH:9][CH:8]=[CH:7][C:3]=1[CH2:4][N:5]([CH3:6])[C:39]([C:31]1[N:30]=[N:29][N:28]([CH2:27][C:26]2[CH:42]=[C:43]([C:45]([F:47])([F:46])[F:48])[CH:44]=[C:24]([C:23]([F:49])([F:22])[F:50])[CH:25]=2)[C:32]=1[C:33]1[CH:38]=[CH:37][CH:36]=[CH:35][N:34]=1)=[O:41]. (8) Given the reactants [N:1]([C@@H:4]([C@@H:31]([C:38]1[CH:43]=[CH:42][C:41]([Cl:44])=[CH:40][CH:39]=1)[CH:32]1[CH2:37][CH2:36][O:35][CH2:34][CH2:33]1)[C:5]([NH:7][C:8]1[CH:13]=[CH:12][CH:11]=[C:10]([F:14])[C:9]=1[CH2:15][CH2:16][C@H:17]([NH:24][S:25]([CH:28]1[CH2:30][CH2:29]1)(=[O:27])=[O:26])[CH2:18][NH:19][CH2:20][C@H:21]([OH:23])[CH3:22])=[O:6])=[N+:2]=[N-:3].[C:45](O[C:45]([O:47][C:48]([CH3:51])([CH3:50])[CH3:49])=[O:46])([O:47][C:48]([CH3:51])([CH3:50])[CH3:49])=[O:46].C(N(CC)CC)C, predict the reaction product. The product is: [N:1]([C@@H:4]([C@@H:31]([C:38]1[CH:39]=[CH:40][C:41]([Cl:44])=[CH:42][CH:43]=1)[CH:32]1[CH2:33][CH2:34][O:35][CH2:36][CH2:37]1)[C:5]([NH:7][C:8]1[CH:13]=[CH:12][CH:11]=[C:10]([F:14])[C:9]=1[CH2:15][CH2:16][C@H:17]([NH:24][S:25]([CH:28]1[CH2:29][CH2:30]1)(=[O:27])=[O:26])[CH2:18][N:19]([CH2:20][C@H:21]([OH:23])[CH3:22])[C:45](=[O:46])[O:47][C:48]([CH3:51])([CH3:50])[CH3:49])=[O:6])=[N+:2]=[N-:3].